From a dataset of NCI-60 drug combinations with 297,098 pairs across 59 cell lines. Regression. Given two drug SMILES strings and cell line genomic features, predict the synergy score measuring deviation from expected non-interaction effect. (1) Drug 1: CS(=O)(=O)C1=CC(=C(C=C1)C(=O)NC2=CC(=C(C=C2)Cl)C3=CC=CC=N3)Cl. Drug 2: CC1=CC2C(CCC3(C2CCC3(C(=O)C)OC(=O)C)C)C4(C1=CC(=O)CC4)C. Cell line: UACC-257. Synergy scores: CSS=-1.76, Synergy_ZIP=1.63, Synergy_Bliss=-1.04, Synergy_Loewe=-5.77, Synergy_HSA=-4.61. (2) Drug 1: C1CCN(CC1)CCOC2=CC=C(C=C2)C(=O)C3=C(SC4=C3C=CC(=C4)O)C5=CC=C(C=C5)O. Drug 2: COC1=C2C(=CC3=C1OC=C3)C=CC(=O)O2. Cell line: KM12. Synergy scores: CSS=-11.5, Synergy_ZIP=3.60, Synergy_Bliss=-1.82, Synergy_Loewe=-7.90, Synergy_HSA=-7.75. (3) Drug 1: CN(C)N=NC1=C(NC=N1)C(=O)N. Drug 2: CCC1(CC2CC(C3=C(CCN(C2)C1)C4=CC=CC=C4N3)(C5=C(C=C6C(=C5)C78CCN9C7C(C=CC9)(C(C(C8N6C)(C(=O)OC)O)OC(=O)C)CC)OC)C(=O)OC)O.OS(=O)(=O)O. Cell line: HOP-62. Synergy scores: CSS=-1.42, Synergy_ZIP=-4.62, Synergy_Bliss=-7.64, Synergy_Loewe=-38.6, Synergy_HSA=-10.6.